From a dataset of Catalyst prediction with 721,799 reactions and 888 catalyst types from USPTO. Predict which catalyst facilitates the given reaction. (1) Reactant: F[B-](F)(F)F.[Cl:6][C:7]1[CH:12]=[CH:11]C([N+]#N)=C[N:8]=1.F[C:16]([F:21])(F)[C:17](O)=O.[OH:22]O. Product: [Cl:6][C:7]1[CH:12]=[CH:11][C:16]([F:21])=[CH:17][N+:8]=1[O-:22]. The catalyst class is: 194. (2) Reactant: [F:1][C:2]1[CH:7]=[CH:6][CH:5]=[C:4]([F:8])[C:3]=1[NH:9][C:10](=[NH:21])[CH2:11][C:12]([C:14]1[CH:19]=[CH:18][C:17]([F:20])=[CH:16][CH:15]=1)=[O:13].[C:22](OC)(=[O:25])[C:23]#[CH:24]. Product: [NH2:21][C:10]1[N:9]([C:3]2[C:2]([F:1])=[CH:7][CH:6]=[CH:5][C:4]=2[F:8])[C:22](=[O:25])[CH:23]=[CH:24][C:11]=1[C:12](=[O:13])[C:14]1[CH:15]=[CH:16][C:17]([F:20])=[CH:18][CH:19]=1. The catalyst class is: 5. (3) Reactant: Cl.Cl.[C:3]([N:7]1[C:11]([NH:12][C:13]2[N:18]=[C:17]([CH2:19][C:20]3([C:26]4[O:30][C:29](=[O:31])[NH:28][N:27]=4)[CH2:25][CH2:24][NH:23][CH2:22][CH2:21]3)[CH:16]=[CH:15][CH:14]=2)=[CH:10][CH:9]=[N:8]1)([CH3:6])([CH3:5])[CH3:4].[Cl:32][C:33]1[C:34]([F:42])=[C:35]([CH:39]=[CH:40][CH:41]=1)[C:36](O)=[O:37].Cl.CN(C)CCCN=C=NCC. Product: [C:3]([N:7]1[C:11]([NH:12][C:13]2[N:18]=[C:17]([CH2:19][C:20]3([C:26]4[O:30][C:29](=[O:31])[NH:28][N:27]=4)[CH2:21][CH2:22][N:23]([C:36](=[O:37])[C:35]4[CH:39]=[CH:40][CH:41]=[C:33]([Cl:32])[C:34]=4[F:42])[CH2:24][CH2:25]3)[CH:16]=[CH:15][CH:14]=2)=[CH:10][CH:9]=[N:8]1)([CH3:6])([CH3:4])[CH3:5]. The catalyst class is: 17. (4) Reactant: [N:1]1[O:2][N:3]=[C:4]2[CH:9]=[C:8]([C:10]3[O:14][C:13]([CH3:16])([CH3:15])[C:12](=[O:17])[CH:11]=3)[CH:7]=[CH:6][C:5]=12.C1C(=O)N([Br:25])C(=O)C1. Product: [N:1]1[O:2][N:3]=[C:4]2[CH:9]=[C:8]([C:10]3[O:14][C:13]([CH3:15])([CH3:16])[C:12](=[O:17])[C:11]=3[Br:25])[CH:7]=[CH:6][C:5]=12. The catalyst class is: 373. (5) The catalyst class is: 1. Product: [Cl:1][C:2]1[CH:3]=[C:4]([CH2:19][C:20]([OH:22])=[O:21])[CH:5]=[CH:6][C:7]=1[NH:8][C:9]1[S:10][C:11]2[CH:17]=[C:16]([CH3:18])[CH:15]=[CH:14][C:12]=2[N:13]=1. Reactant: [Cl:1][C:2]1[CH:3]=[C:4]([CH2:19][C:20]([O:22]C)=[O:21])[CH:5]=[CH:6][C:7]=1[NH:8][C:9]1[S:10][C:11]2[CH:17]=[C:16]([CH3:18])[CH:15]=[CH:14][C:12]=2[N:13]=1.[OH-].[Na+]. (6) Reactant: [O:1]([CH2:19][CH2:20][C:21]1([CH2:27][CH2:28][O:29][C:30]2[CH:31]=[C:32]([C:40]([O:42][CH3:43])=[O:41])[CH:33]=[C:34]([CH:39]=2)[C:35]([O:37][CH3:38])=[O:36])[CH2:26][CH2:25][CH2:24][CH2:23][CH2:22]1)[Si](C(C)(C)C)(C1C=CC=CC=1)C1C=CC=CC=1.[F-].C([N+](CCCC)(CCCC)CCCC)CCC.O1CCCC1.C(O)(=O)CC(CC(O)=O)(C(O)=O)O. Product: [OH:1][CH2:19][CH2:20][C:21]1([CH2:27][CH2:28][O:29][C:30]2[CH:31]=[C:32]([C:40]([O:42][CH3:43])=[O:41])[CH:33]=[C:34]([CH:39]=2)[C:35]([O:37][CH3:38])=[O:36])[CH2:26][CH2:25][CH2:24][CH2:23][CH2:22]1. The catalyst class is: 7. (7) Reactant: Br[C:2]1[CH:3]=[C:4]([C:8]2[N:9]=[C:10]([CH:20]([CH3:22])[CH3:21])[NH:11][C:12]=2[C:13]2[CH:18]=[CH:17][CH:16]=[C:15]([CH3:19])[N:14]=2)[CH:5]=[CH:6][CH:7]=1.[CH3:23][C:24]1[CH:29]=[CH:28][C:27](B(O)O)=[CH:26][CH:25]=1. Product: [CH:20]([C:10]1[NH:11][C:12]([C:13]2[CH:18]=[CH:17][CH:16]=[C:15]([CH3:19])[N:14]=2)=[C:8]([C:4]2[CH:3]=[C:2]([C:27]3[CH:28]=[CH:29][C:24]([CH3:23])=[CH:25][CH:26]=3)[CH:7]=[CH:6][CH:5]=2)[N:9]=1)([CH3:22])[CH3:21]. The catalyst class is: 843.